This data is from NCI-60 drug combinations with 297,098 pairs across 59 cell lines. The task is: Regression. Given two drug SMILES strings and cell line genomic features, predict the synergy score measuring deviation from expected non-interaction effect. (1) Drug 1: CC(CN1CC(=O)NC(=O)C1)N2CC(=O)NC(=O)C2. Drug 2: COC1=NC(=NC2=C1N=CN2C3C(C(C(O3)CO)O)O)N. Cell line: KM12. Synergy scores: CSS=23.7, Synergy_ZIP=-8.57, Synergy_Bliss=-6.31, Synergy_Loewe=-4.44, Synergy_HSA=-0.517. (2) Drug 1: C1CN1C2=NC(=NC(=N2)N3CC3)N4CC4. Drug 2: CC1C(C(CC(O1)OC2CC(CC3=C2C(=C4C(=C3O)C(=O)C5=C(C4=O)C(=CC=C5)OC)O)(C(=O)CO)O)N)O.Cl. Cell line: SN12C. Synergy scores: CSS=53.2, Synergy_ZIP=-3.14, Synergy_Bliss=-3.08, Synergy_Loewe=0.664, Synergy_HSA=2.81. (3) Drug 1: C1=NC2=C(N=C(N=C2N1C3C(C(C(O3)CO)O)F)Cl)N. Drug 2: C1CN(CCN1C(=O)CCBr)C(=O)CCBr. Cell line: 786-0. Synergy scores: CSS=13.4, Synergy_ZIP=-3.99, Synergy_Bliss=-0.550, Synergy_Loewe=0.0702, Synergy_HSA=-0.663. (4) Drug 1: CC(C1=C(C=CC(=C1Cl)F)Cl)OC2=C(N=CC(=C2)C3=CN(N=C3)C4CCNCC4)N. Drug 2: CCC1=C2CN3C(=CC4=C(C3=O)COC(=O)C4(CC)O)C2=NC5=C1C=C(C=C5)O. Cell line: NCI/ADR-RES. Synergy scores: CSS=12.3, Synergy_ZIP=-5.36, Synergy_Bliss=0.553, Synergy_Loewe=-21.9, Synergy_HSA=-0.293. (5) Drug 1: CC1C(C(CC(O1)OC2CC(OC(C2O)C)OC3=CC4=CC5=C(C(=O)C(C(C5)C(C(=O)C(C(C)O)O)OC)OC6CC(C(C(O6)C)O)OC7CC(C(C(O7)C)O)OC8CC(C(C(O8)C)O)(C)O)C(=C4C(=C3C)O)O)O)O. Drug 2: C1=NC2=C(N=C(N=C2N1C3C(C(C(O3)CO)O)F)Cl)N. Cell line: MOLT-4. Synergy scores: CSS=43.1, Synergy_ZIP=0.658, Synergy_Bliss=0.0870, Synergy_Loewe=-8.21, Synergy_HSA=-2.59. (6) Drug 1: C1CCC(CC1)NC(=O)N(CCCl)N=O. Drug 2: COC1=C2C(=CC3=C1OC=C3)C=CC(=O)O2. Cell line: SK-MEL-28. Synergy scores: CSS=4.20, Synergy_ZIP=-0.994, Synergy_Bliss=3.40, Synergy_Loewe=0.112, Synergy_HSA=0.452. (7) Drug 1: C1=CC(=CC=C1C#N)C(C2=CC=C(C=C2)C#N)N3C=NC=N3. Drug 2: CC1CCC2CC(C(=CC=CC=CC(CC(C(=O)C(C(C(=CC(C(=O)CC(OC(=O)C3CCCCN3C(=O)C(=O)C1(O2)O)C(C)CC4CCC(C(C4)OC)OCCO)C)C)O)OC)C)C)C)OC. Cell line: NCI-H226. Synergy scores: CSS=-4.69, Synergy_ZIP=1.56, Synergy_Bliss=0.142, Synergy_Loewe=-5.33, Synergy_HSA=-4.65. (8) Drug 1: C1CN1C2=NC(=NC(=N2)N3CC3)N4CC4. Drug 2: C1CCN(CC1)CCOC2=CC=C(C=C2)C(=O)C3=C(SC4=C3C=CC(=C4)O)C5=CC=C(C=C5)O. Cell line: NCIH23. Synergy scores: CSS=52.8, Synergy_ZIP=2.01, Synergy_Bliss=2.19, Synergy_Loewe=1.96, Synergy_HSA=2.05. (9) Drug 1: CS(=O)(=O)C1=CC(=C(C=C1)C(=O)NC2=CC(=C(C=C2)Cl)C3=CC=CC=N3)Cl. Drug 2: CC(C)CN1C=NC2=C1C3=CC=CC=C3N=C2N. Cell line: NCI/ADR-RES. Synergy scores: CSS=6.69, Synergy_ZIP=-1.81, Synergy_Bliss=-0.713, Synergy_Loewe=-2.64, Synergy_HSA=-2.68.